From a dataset of Full USPTO retrosynthesis dataset with 1.9M reactions from patents (1976-2016). Predict the reactants needed to synthesize the given product. Given the product [CH3:1][O:2][CH2:3][C@@:4]1([C:28]2[CH:29]=[CH:30][CH:31]=[CH:32][CH:33]=2)[O:9][C:8](=[O:10])[N:7]([C@H:11]([C:13]2[CH:14]=[CH:15][C:16]([C:35]3[N:36]=[N:37][C:38]([CH3:41])=[CH:39][CH:40]=3)=[CH:17][CH:18]=2)[CH3:12])[CH2:6][CH2:5]1, predict the reactants needed to synthesize it. The reactants are: [CH3:1][O:2][CH2:3][C@@:4]1([C:28]2[CH:33]=[CH:32][CH:31]=[CH:30][CH:29]=2)[O:9][C:8](=[O:10])[N:7]([C@H:11]([C:13]2[CH:18]=[CH:17][C:16](B3OC(C)(C)C(C)(C)O3)=[CH:15][CH:14]=2)[CH3:12])[CH2:6][CH2:5]1.Cl[C:35]1[N:36]=[N:37][C:38]([CH3:41])=[CH:39][CH:40]=1.